Task: Predict which catalyst facilitates the given reaction.. Dataset: Catalyst prediction with 721,799 reactions and 888 catalyst types from USPTO (1) Reactant: C1(P(C2C=CC=CC=2)C2C=CC=CC=2)C=CC=CC=1.[Br:20][C:21]1[CH:22]=[C:23]([C@:27]2([NH:34][C:35]([NH2:37])=[S:36])[CH2:32][CH2:31][O:30][CH2:29][C@@H:28]2O)[CH:24]=[CH:25][CH:26]=1.O. Product: [Br:20][C:21]1[CH:22]=[C:23]([C@:27]23[CH2:32][CH2:31][O:30][CH2:29][C@H:28]2[S:36][C:35]([NH2:37])=[N:34]3)[CH:24]=[CH:25][CH:26]=1. The catalyst class is: 7. (2) Product: [CH3:11][C:10]([CH3:13])([CH3:12])[CH2:9][O:8][C:5]1[CH:6]=[CH:7][C:2]([B:15]([OH:20])[OH:16])=[CH:3][C:4]=1[F:14]. The catalyst class is: 1. Reactant: Br[C:2]1[CH:7]=[CH:6][C:5]([O:8][CH2:9][C:10]([CH3:13])([CH3:12])[CH3:11])=[C:4]([F:14])[CH:3]=1.[B:15](OC(C)C)([O:20]C(C)C)[O:16]C(C)C.C([Li])CCC. (3) Reactant: [CH:1]([N:4]1[CH2:8][CH2:7][N:6]([CH:9]([CH3:11])[CH3:10])[C:5]1=[Au-2:12]Cl)([CH3:3])[CH3:2].C(OCC)C.[CH3:19][Si:20]([CH3:27])([CH3:26])[N-:21][Si:22]([CH3:25])([CH3:24])[CH3:23].[Li+]. Product: [CH3:19][Si:20]([CH3:27])([CH3:26])[N-:21][Si:22]([CH3:25])([CH3:24])[CH3:23].[CH:9]([N:6]1[CH2:7][CH2:8][N:4]([CH:1]([CH3:3])[CH3:2])[C:5]1=[Au-:12])([CH3:11])[CH3:10]. The catalyst class is: 11. (4) Reactant: [CH3:1][C:2]([C:4]([CH3:6])=[CH2:5])=[CH2:3].[CH3:7][O:8][C:9](=[O:16])[C:10]#[C:11][C:12]([O:14][CH3:15])=[O:13]. Product: [CH3:7][O:8][C:9]([C:10]1[CH2:5][C:4]([CH3:6])=[C:2]([CH3:3])[CH2:1][C:11]=1[C:12]([O:14][CH3:15])=[O:13])=[O:16]. The catalyst class is: 48. (5) Reactant: Cl[C:2]1[N:7]=[C:6]([Cl:8])[N:5]=[C:4]([NH:9][C:10]2[CH:15]=[CH:14][C:13]([F:16])=[C:12]([C:17]([F:20])([F:19])[F:18])[CH:11]=2)[N:3]=1.C(N(C(C)C)CC)(C)C.[F:30][C:31]([F:43])([F:42])[O:32][C:33]1[CH:38]=[CH:37][C:36]([CH:39]=[N:40][NH2:41])=[CH:35][CH:34]=1. Product: [Cl:8][C:6]1[N:7]=[C:2]([NH:41][N:40]=[CH:39][C:36]2[CH:35]=[CH:34][C:33]([O:32][C:31]([F:30])([F:43])[F:42])=[CH:38][CH:37]=2)[N:3]=[C:4]([NH:9][C:10]2[CH:15]=[CH:14][C:13]([F:16])=[C:12]([C:17]([F:20])([F:19])[F:18])[CH:11]=2)[N:5]=1. The catalyst class is: 12. (6) Reactant: [NH:1]([C:3]([NH:5][C:6]1[S:10][C:9]([C:11]([O:13][CH2:14][CH3:15])=[O:12])=[C:8]([CH3:16])[CH:7]=1)=[O:4])[NH2:2].[CH:17](OC)(OC)OC.O.C1(C)C=CC(S(O)(=O)=O)=CC=1. Product: [CH3:16][C:8]1[CH:7]=[C:6]([N:5]2[C:3](=[O:4])[NH:1][N:2]=[CH:17]2)[S:10][C:9]=1[C:11]([O:13][CH2:14][CH3:15])=[O:12]. The catalyst class is: 8.